This data is from Full USPTO retrosynthesis dataset with 1.9M reactions from patents (1976-2016). The task is: Predict the reactants needed to synthesize the given product. (1) The reactants are: [Br:1][C:2]1[CH:3]=[CH:4][C:5]([O:19][CH2:20][C:21]2[CH:26]=[CH:25][CH:24]=[CH:23][CH:22]=2)=[C:6]([C:8]2[S:9][CH:10]=[C:11]([CH2:13][C:14]([O:16][CH2:17][CH3:18])=[O:15])[N:12]=2)[CH:7]=1.Cl[C:28]1C=CC(OCC2C=CC=CC=2)=C(C2SC=C(C(C)C(OCC)=O)N=2)C=1. Given the product [Br:1][C:2]1[CH:3]=[CH:4][C:5]([O:19][CH2:20][C:21]2[CH:22]=[CH:23][CH:24]=[CH:25][CH:26]=2)=[C:6]([C:8]2[S:9][CH:10]=[C:11]([CH:13]([CH3:28])[C:14]([O:16][CH2:17][CH3:18])=[O:15])[N:12]=2)[CH:7]=1, predict the reactants needed to synthesize it. (2) The reactants are: [NH2:1][C:2]1[CH:3]=[CH:4][C:5]([Cl:11])=[C:6]([CH:10]=1)[C:7]([OH:9])=[O:8].[C:12]([CH2:15][S:16][C:17](=S)[S:18]CC(O)=O)(O)=[O:13].C(=O)([O-])[O-].[Na+].[Na+].Cl. Given the product [C:7]([C:6]1[CH:10]=[C:2]([N:1]2[C:12](=[O:13])[CH2:15][S:16][C:17]2=[S:18])[CH:3]=[CH:4][C:5]=1[Cl:11])([OH:9])=[O:8], predict the reactants needed to synthesize it. (3) Given the product [CH3:1][O:2][C:3]1[CH:4]=[CH:5][C:6]([CH2:7][NH:9][C:10]2[C:11]([CH3:30])=[C:12]([CH3:29])[C:13]3[O:17][C:16]([CH3:19])([CH3:18])[CH:15]([C:20]4[CH:21]=[CH:22][C:23]([CH3:26])=[CH:24][CH:25]=4)[C:14]=3[C:27]=2[CH3:28])=[CH:31][CH:32]=1, predict the reactants needed to synthesize it. The reactants are: [CH3:1][O:2][C:3]1[CH:32]=[CH:31][C:6]([C:7]([NH:9][C:10]2[C:11]([CH3:30])=[C:12]([CH3:29])[C:13]3[O:17][C:16]([CH3:19])([CH3:18])[CH:15]([C:20]4[CH:25]=[CH:24][C:23]([CH3:26])=[CH:22][CH:21]=4)[C:14]=3[C:27]=2[CH3:28])=O)=[CH:5][CH:4]=1. (4) The reactants are: [CH2:1]([NH:3][C@@H:4]([CH3:20])[CH2:5][C:6]1[CH:11]=[CH:10][C:9]([S:12]([C:15]2[S:16][CH:17]=[CH:18][N:19]=2)(=[O:14])=[O:13])=[CH:8][CH:7]=1)[CH3:2].[O:21]=[C:22]1[N:28]([CH2:29][CH2:30][CH2:31][CH:32]=O)[CH2:27][CH2:26][CH2:25][O:24][CH2:23]1.C(O[BH-](OC(=O)C)OC(=O)C)(=O)C.[Na+]. Given the product [CH2:1]([N:3]([CH:4]([CH3:20])[CH2:5][C:6]1[CH:7]=[CH:8][C:9]([S:12]([C:15]2[S:16][CH:17]=[CH:18][N:19]=2)(=[O:14])=[O:13])=[CH:10][CH:11]=1)[CH2:32][CH2:31][CH2:30][CH2:29][N:28]1[CH2:27][CH2:26][CH2:25][O:24][CH2:23][C:22]1=[O:21])[CH3:2], predict the reactants needed to synthesize it.